From a dataset of Reaction yield outcomes from USPTO patents with 853,638 reactions. Predict the reaction yield, written as a fraction of the theoretical maximum amount of product (1.0 means a 100% yield; for example, 0.34 means a 34% yield). (1) The reactants are [CH2:1]([N:3]([CH2:29][CH3:30])[CH2:4][CH2:5][N:6]1[CH2:11][CH2:10][C:9]2[NH:12][C:13]([CH:16]=[C:17]3[C:25]4[C:20](=[CH:21][CH:22]=[C:23]([F:26])[CH:24]=4)[NH:19][C:18]3=[O:27])=[C:14]([CH3:15])[C:8]=2[C:7]1=[O:28])[CH3:2].C([O-])(=O)C.[Pb+2].C([O-])(=O)C.[OH-].[Na+]. The catalyst is C(O)(=O)C. The product is [CH2:29]([N:3]([CH2:1][CH3:2])[CH2:4][CH2:5][N:6]1[CH:11]=[CH:10][C:9]2[NH:12][C:13]([CH:16]=[C:17]3[C:25]4[C:20](=[CH:21][CH:22]=[C:23]([F:26])[CH:24]=4)[NH:19][C:18]3=[O:27])=[C:14]([CH3:15])[C:8]=2[C:7]1=[O:28])[CH3:30]. The yield is 0.426. (2) The reactants are [C:1]([O:4][C:5]1[CH:13]=[CH:12][C:11]([NH:14]C(OC(C)(C)C)=O)=[CH:10][C:6]=1[C:7]([OH:9])=[O:8])(=[O:3])[CH3:2]. The catalyst is C(O)(C(F)(F)F)=O.C(Cl)Cl. The product is [C:1]([O:4][C:5]1[CH:13]=[CH:12][C:11]([NH2:14])=[CH:10][C:6]=1[C:7]([OH:9])=[O:8])(=[O:3])[CH3:2]. The yield is 0.970. (3) The catalyst is CN(C)C=O. The reactants are [NH:1]1[C:11]2[C:6](=[CH:7][CH:8]=[CH:9][CH:10]=2)[C:4](=[O:5])[C:2]1=[O:3].[H-].[Na+].Br[CH2:15][CH2:16][CH2:17][CH2:18][CH3:19]. The yield is 0.990. The product is [CH2:15]([N:1]1[C:11]2[C:6](=[CH:7][CH:8]=[CH:9][CH:10]=2)[C:4](=[O:5])[C:2]1=[O:3])[CH2:16][CH2:17][CH2:18][CH3:19]. (4) The reactants are [CH3:1][N:2]([C@@H:10]([CH3:34])[C:11]([NH:13][C@H:14]1[C@H:20]([CH3:21])[N:19]([C:22](=[O:28])[CH2:23][S:24]([CH3:27])(=[O:26])=[O:25])[C:18]2[CH:29]=[CH:30][CH:31]=[CH:32][C:17]=2[NH:16][C:15]1=[O:33])=[O:12])[C:3](=[O:9])[O:4][C:5]([CH3:8])([CH3:7])[CH3:6].Cl[CH2:36][C:37]1[C:46]2[C:41](=[CH:42][CH:43]=[CH:44][CH:45]=2)[CH:40]=[CH:39][C:38]=1[O:47][CH3:48].C(=O)([O-])[O-].[Cs+].[Cs+].[I-].[Na+]. The catalyst is CN(C=O)C.CCOC(C)=O. The product is [CH3:48][O:47][C:38]1[CH:39]=[CH:40][C:41]2[C:46](=[CH:45][CH:44]=[CH:43][CH:42]=2)[C:37]=1[CH2:36][N:16]1[C:15](=[O:33])[C@@H:14]([NH:13][C:11](=[O:12])[C@@H:10]([N:2]([CH3:1])[C:3](=[O:9])[O:4][C:5]([CH3:6])([CH3:7])[CH3:8])[CH3:34])[C@H:20]([CH3:21])[N:19]([C:22](=[O:28])[CH2:23][S:24]([CH3:27])(=[O:25])=[O:26])[C:18]2[CH:29]=[CH:30][CH:31]=[CH:32][C:17]1=2. The yield is 0.800. (5) The reactants are [NH2:1][CH:2]([C:5]1[N:6]([C:15]2[CH:20]=[CH:19][CH:18]=[C:17]([O:21][CH3:22])[CH:16]=2)[C:7](=[O:14])[C:8]2[S:13][CH:12]=[CH:11][C:9]=2[N:10]=1)[CH2:3][CH3:4].Cl[C:24]1[N:32]=[CH:31][N:30]=[C:29]2[C:25]=1[N:26]=[CH:27][N:28]2[CH:33]1[CH2:38][CH2:37][CH2:36][CH2:35][O:34]1. No catalyst specified. The product is [CH3:22][O:21][C:17]1[CH:16]=[C:15]([N:6]2[C:7](=[O:14])[C:8]3[S:13][CH:12]=[CH:11][C:9]=3[N:10]=[C:5]2[CH:2]([NH:1][C:24]2[N:32]=[CH:31][N:30]=[C:29]3[C:25]=2[N:26]=[CH:27][N:28]3[CH:33]2[CH2:38][CH2:37][CH2:36][CH2:35][O:34]2)[CH2:3][CH3:4])[CH:20]=[CH:19][CH:18]=1. The yield is 0.890. (6) The reactants are C(O[C:6]([N:8]1[CH2:13][CH2:12][N:11]([C:14]2[C:15](=[O:33])[N:16]([CH2:29][CH:30]([CH3:32])[CH3:31])[N:17]=[C:18]([C:21]3[CH:26]=[CH:25][C:24](C)=[C:23](F)[CH:22]=3)[C:19]=2[CH3:20])[CH2:10][CH2:9]1)=O)(C)(C)C.C(N1C(=O)C(C[O:46][S:47]([CH3:50])(=O)=[O:48])=CC(C2C=CC(S(C)(=O)=O)=CC=2)=N1)C(C)C.CN1CCNCC1. The product is [CH2:29]([N:16]1[C:15](=[O:33])[C:14]([N:11]2[CH2:12][CH2:13][N:8]([CH3:6])[CH2:9][CH2:10]2)=[C:19]([CH3:20])[C:18]([C:21]2[CH:26]=[CH:25][C:24]([S:47]([CH3:50])(=[O:48])=[O:46])=[CH:23][CH:22]=2)=[N:17]1)[CH:30]([CH3:32])[CH3:31]. The yield is 0.885. No catalyst specified.